From a dataset of Full USPTO retrosynthesis dataset with 1.9M reactions from patents (1976-2016). Predict the reactants needed to synthesize the given product. (1) Given the product [Cl:1][C:2]1[C:7]([N+:14]([O-:16])=[O:15])=[CH:6][CH:5]=[C:4]([Cl:8])[N:3]=1, predict the reactants needed to synthesize it. The reactants are: [Cl:1][C:2]1[CH:7]=[CH:6][CH:5]=[C:4]([Cl:8])[N:3]=1.S(=O)(=O)(O)O.[N+:14]([O-])([OH:16])=[O:15]. (2) Given the product [CH:12]([O:1][C:2]1[CH:10]=[CH:9][CH:8]=[C:7]2[C:3]=1[CH:4]=[CH:5][NH:6]2)([CH3:13])[CH3:11], predict the reactants needed to synthesize it. The reactants are: [OH:1][C:2]1[CH:10]=[CH:9][CH:8]=[C:7]2[C:3]=1[CH:4]=[CH:5][NH:6]2.[CH3:11][CH:12](O)[CH3:13].